This data is from Forward reaction prediction with 1.9M reactions from USPTO patents (1976-2016). The task is: Predict the product of the given reaction. (1) Given the reactants I[C:2]1[N:9]2[C:5]([S:6][C:7]([C:10]3[CH:11]=[N:12][C:13]([CH3:16])=[CH:14][CH:15]=3)=[N:8]2)=[N:4][CH:3]=1.CC1(C)C(C)(C)OB([C:25]2[CH:26]=[C:27]([C:32]([F:35])([F:34])[F:33])[C:28]([NH2:31])=[N:29][CH:30]=2)O1.C([O-])([O-])=O.[Na+].[Na+], predict the reaction product. The product is: [CH3:16][C:13]1[N:12]=[CH:11][C:10]([C:7]2[S:6][C:5]3=[N:4][CH:3]=[C:2]([C:25]4[CH:26]=[C:27]([C:32]([F:35])([F:34])[F:33])[C:28]([NH2:31])=[N:29][CH:30]=4)[N:9]3[N:8]=2)=[CH:15][CH:14]=1. (2) Given the reactants [CH2:1]([N:5]([S:32]([C:35]1[CH:40]=[CH:39][C:38]([CH3:41])=[CH:37][CH:36]=1)(=[O:34])=[O:33])[C@H:6]([C:29]([OH:31])=[O:30])[CH2:7][CH2:8][CH2:9][CH2:10][NH:11]C(OCC1C2C=CC=CC=2C2C1=CC=CC=2)=O)[CH:2]([CH3:4])[CH3:3].[CH3:42][C:43]1[CH:48]=[CH:47][C:46]([S:49]([NH:52][C@H:53]([C:59]([OH:61])=O)[CH2:54][CH2:55][C:56]([OH:58])=[O:57])(=[O:51])=[O:50])=[CH:45][CH:44]=1, predict the reaction product. The product is: [CH3:42][C:43]1[CH:44]=[CH:45][C:46]([S:49]([NH:52][C@H:53]([C:59]([NH:11][CH2:10][CH2:9][CH2:8][CH2:7][C@H:6]([N:5]([S:32]([C:35]2[CH:40]=[CH:39][C:38]([CH3:41])=[CH:37][CH:36]=2)(=[O:34])=[O:33])[CH2:1][CH:2]([CH3:4])[CH3:3])[C:29]([OH:31])=[O:30])=[O:61])[CH2:54][CH2:55][C:56]([OH:58])=[O:57])(=[O:50])=[O:51])=[CH:47][CH:48]=1. (3) Given the reactants ON1C2N=CC=CC=2N=N1.F[B-](F)(F)F.N1(OC(N(C)C)=[N+](C)C)C2C=CC=CC=2N=N1.[NH2:33][C:34]([CH3:42])([CH2:37][O:38][CH2:39][C:40]#[CH:41])[CH2:35][OH:36].[C:43]([C:45]1[CH:46]=[N:47][C:48]2[C:53]([CH:54]=1)=[CH:52][C:51]([O:55][CH:56]([S:60][CH3:61])[C:57](O)=[O:58])=[CH:50][CH:49]=2)#[CH:44], predict the reaction product. The product is: [C:43]([C:45]1[CH:46]=[N:47][C:48]2[C:53]([CH:54]=1)=[CH:52][C:51]([O:55][CH:56]([S:60][CH3:61])[C:57]([NH:33][C:34]([CH3:42])([CH2:37][O:38][CH2:39][C:40]#[CH:41])[CH2:35][OH:36])=[O:58])=[CH:50][CH:49]=2)#[CH:44]. (4) Given the reactants [Br:1][C:2]1[C:10]([OH:11])=[CH:9][C:5]([C:6]([OH:8])=[O:7])=[CH:4][C:3]=1[OH:12].S(=O)(=O)(O)O.[CH2:18](O)[CH3:19], predict the reaction product. The product is: [Br:1][C:2]1[C:10]([OH:11])=[CH:9][C:5]([C:6]([O:8][CH2:18][CH3:19])=[O:7])=[CH:4][C:3]=1[OH:12]. (5) The product is: [F:77][C:74]1[CH:73]=[CH:72][C:71]([CH:70]([C:78]2[CH:83]=[CH:82][C:81]([F:84])=[CH:80][CH:79]=2)[N:45]2[CH2:44][CH2:43][CH:42]([CH2:41][O:40][C:30]3[C:29]([CH:26]4[CH2:28][CH2:27]4)=[CH:38][C:33]([C:34]([O:36][CH3:37])=[O:35])=[C:32]([F:39])[CH:31]=3)[CH2:47][CH2:46]2)=[CH:76][CH:75]=1. Given the reactants Cl.ClC1C(OCC2CCNCC2)=CC(F)=C(C=1)C(OC(C)(C)C)=O.Cl.[CH:26]1([C:29]2[C:30]([O:40][CH2:41][CH:42]3[CH2:47][CH2:46][NH:45][CH2:44][CH2:43]3)=[CH:31][C:32]([F:39])=[C:33]([CH:38]=2)[C:34]([O:36][CH3:37])=[O:35])[CH2:28][CH2:27]1.CC1C=CC(S(O[C@@H](C2C=C(Cl)C=C(Cl)C=2)C)(=O)=O)=CC=1.Br[CH:70]([C:78]1[CH:83]=[CH:82][C:81]([F:84])=[CH:80][CH:79]=1)[C:71]1[CH:76]=[CH:75][C:74]([F:77])=[CH:73][CH:72]=1, predict the reaction product.